The task is: Predict the reaction yield, written as a fraction of the theoretical maximum amount of product (1.0 means a 100% yield; for example, 0.34 means a 34% yield).. This data is from Reaction yield outcomes from USPTO patents with 853,638 reactions. (1) The reactants are [Cl:1][C:2]([Cl:35])([Cl:34])[CH2:3][O:4][C:5](=[O:33])[NH:6][C:7]1[CH:12]=[CH:11][C:10]([S:13][C:14]2[CH:19]=[CH:18][C:17]([NH:20][C:21](=[O:29])[C:22]3[CH:27]=[CH:26][C:25]([F:28])=[CH:24][CH:23]=3)=[CH:16][C:15]=2[N+:30]([O-])=O)=[CH:9][CH:8]=1.[NH4+].[Cl-]. The catalyst is [Fe]. The product is [Cl:35][C:2]([Cl:1])([Cl:34])[CH2:3][O:4][C:5](=[O:33])[NH:6][C:7]1[CH:12]=[CH:11][C:10]([S:13][C:14]2[CH:19]=[CH:18][C:17]([NH:20][C:21](=[O:29])[C:22]3[CH:27]=[CH:26][C:25]([F:28])=[CH:24][CH:23]=3)=[CH:16][C:15]=2[NH2:30])=[CH:9][CH:8]=1. The yield is 0.600. (2) The reactants are [Cl:1][C:2]1[CH:7]=[C:6](B2OC(C)(C)C(C)(C)O2)[CH:5]=[CH:4][C:3]=1[CH:17]([CH3:35])[C:18]([C:24]1[CH:25]=[CH:26][C:27]2[O:31][C:30](=[O:32])[N:29]([CH3:33])[C:28]=2[CH:34]=1)([OH:23])[C:19]([F:22])([F:21])[F:20].[CH3:36][O:37][C:38]([C:40]1[CH:41]=[N:42][CH:43]=[C:44](Br)[CH:45]=1)=[O:39].C([O-])([O-])=O.[Na+].[Na+]. The catalyst is O1CCOCC1.O.[CH-]1C=C(P(C2C=CC=CC=2)C2C=CC=CC=2)C=C1.[CH-]1C=C(P(C2C=CC=CC=2)C2C=CC=CC=2)C=C1.Cl[Pd]Cl.[Fe+2]. The product is [CH3:36][O:37][C:38](=[O:39])[C:40]1[CH:45]=[C:44]([C:6]2[CH:5]=[CH:4][C:3]([CH:17]([CH3:35])[C:18]([OH:23])([C:24]3[CH:25]=[CH:26][C:27]4[O:31][C:30](=[O:32])[N:29]([CH3:33])[C:28]=4[CH:34]=3)[C:19]([F:20])([F:21])[F:22])=[C:2]([Cl:1])[CH:7]=2)[CH:43]=[N:42][CH:41]=1. The yield is 0.520. (3) The reactants are [NH2:1][C:2]1[N:7]=[C:6]([C:8]2[S:12][C:11]3[CH:13]=[CH:14][C:15]([C:17]#N)=[CH:16][C:10]=3[C:9]=2[CH3:19])[CH:5]=[CH:4][N:3]=1.C1C[O:23]CC1.[C:25]1([Li])[CH:30]=[CH:29][CH:28]=[CH:27][CH:26]=1. The catalyst is CO. The product is [NH2:1][C:2]1[N:7]=[C:6]([C:8]2[S:12][C:11]3[CH:13]=[CH:14][C:15]([C:17]([C:25]4[CH:30]=[CH:29][CH:28]=[CH:27][CH:26]=4)=[O:23])=[CH:16][C:10]=3[C:9]=2[CH3:19])[CH:5]=[CH:4][N:3]=1. The yield is 0.150.